From a dataset of Experimentally validated miRNA-target interactions with 360,000+ pairs, plus equal number of negative samples. Binary Classification. Given a miRNA mature sequence and a target amino acid sequence, predict their likelihood of interaction. The miRNA is hsa-miR-4279 with sequence CUCUCCUCCCGGCUUC. The protein sequence of the target gene is MGEWAFLGSLLDAVQLQSPLVGRLWLVVMLIFRILVLATVGGAVFEDEQEEFVCNTLQPGCRQTCYDRAFPVSHYRFWLFHILLLSAPPVLFVVYSMHRAGKEAGGAEAAAQCAPGLPEAQCAPCALRARRARRCYLLSVALRLLAELTFLGGQALLYGFRVAPHFACAGPPCPHTVDCFVSRPTEKTVFVLFYFAVGLLSALLSVAELGHLLWKGRPRAGERDNRCNRAHEEAQKLLPPPPPPPPPPALPSRRPGPEPCAPPAYAHPAPASLRECGSGRGKASPATGRRDLAI. Result: 1 (interaction).